From a dataset of Forward reaction prediction with 1.9M reactions from USPTO patents (1976-2016). Predict the product of the given reaction. (1) Given the reactants [CH2:1]([CH:3]([CH2:6][CH3:7])[CH:4]=[O:5])[CH3:2].[CH3:8][C:9](=[CH2:13])[CH2:10][CH2:11]O.O.[O-2].[O-2].[O-2].[O:18]=[Si]=O.O=[Si]=O.O=[Si]=O.O=[Si]=O.[Al+3].[Al+3], predict the reaction product. The product is: [CH2:1]([CH:3]([CH:4]1[CH2:8][C:9]([CH3:13])([OH:18])[CH2:10][CH2:11][O:5]1)[CH2:6][CH3:7])[CH3:2]. (2) Given the reactants [CH2:1]([O:8][C:9]1[CH:10]=[CH:11][C:12]2[C:13]3[N:21]([NH2:22])[C:20]([CH2:23][O:24][CH2:25][CH3:26])=[N:19][C:14]=3[CH:15]=[N:16][C:17]=2[CH:18]=1)[C:2]1[CH:7]=[CH:6][CH:5]=[CH:4][CH:3]=1.CO[C:29](OC)([CH3:31])[CH3:30].C(O)(=O)C, predict the reaction product. The product is: [CH2:1]([O:8][C:9]1[CH:10]=[CH:11][C:12]2[C:13]3[N:21]([N:22]=[C:29]([CH3:31])[CH3:30])[C:20]([CH2:23][O:24][CH2:25][CH3:26])=[N:19][C:14]=3[CH:15]=[N:16][C:17]=2[CH:18]=1)[C:2]1[CH:3]=[CH:4][CH:5]=[CH:6][CH:7]=1.